This data is from Reaction yield outcomes from USPTO patents with 853,638 reactions. The task is: Predict the reaction yield, written as a fraction of the theoretical maximum amount of product (1.0 means a 100% yield; for example, 0.34 means a 34% yield). (1) The reactants are Br[C:2]1[CH:20]=[CH:19][C:5]([O:6][CH2:7][CH:8]2[CH2:13][CH2:12][N:11]([CH2:14][C:15]([F:18])([CH3:17])[CH3:16])[CH2:10][CH2:9]2)=[C:4]([F:21])[CH:3]=1.[F:22][C:23]1[CH:28]=[C:27]([C:29]([O:31][CH3:32])=[O:30])[CH:26]=[CH:25][C:24]=1B(O)O.C([O-])([O-])=O.[Cs+].[Cs+]. The catalyst is O1CCOCC1.O. The product is [F:22][C:23]1[CH:28]=[C:27]([C:29]([O:31][CH3:32])=[O:30])[CH:26]=[CH:25][C:24]=1[C:2]1[CH:20]=[CH:19][C:5]([O:6][CH2:7][CH:8]2[CH2:13][CH2:12][N:11]([CH2:14][C:15]([F:18])([CH3:17])[CH3:16])[CH2:10][CH2:9]2)=[C:4]([F:21])[CH:3]=1. The yield is 0.490. (2) The reactants are [C:1]([O:5][CH:6]([C:11]1[C:12]([CH3:30])=[N:13][C:14]([N:24]2[CH2:29][CH2:28][CH2:27][CH2:26][CH2:25]2)=[N:15][C:16]=1[C:17]1[CH:22]=[CH:21][C:20]([CH3:23])=[CH:19][CH:18]=1)[C:7]([O:9]C)=[O:8])([CH3:4])([CH3:3])[CH3:2].[OH-].[Na+]. The catalyst is ClCCl.CO. The product is [C:1]([O:5][CH:6]([C:11]1[C:12]([CH3:30])=[N:13][C:14]([N:24]2[CH2:25][CH2:26][CH2:27][CH2:28][CH2:29]2)=[N:15][C:16]=1[C:17]1[CH:18]=[CH:19][C:20]([CH3:23])=[CH:21][CH:22]=1)[C:7]([OH:9])=[O:8])([CH3:4])([CH3:3])[CH3:2]. The yield is 0.650. (3) The reactants are Cl[C:2]1[N:7]=[C:6]([NH2:8])[CH:5]=[CH:4][N:3]=1.CCN(C(C)C)C(C)C.Br[C:19]1[C:28]2[C:23](=C[CH:25]=[C:26](OC)[N:27]=2)[N:22]=[CH:21]C=1N. The catalyst is CN(C)C=O. The product is [CH3:19][C@H:28]1[CH2:23][N:22]([CH3:21])[CH2:25][CH2:26][N:27]1[C:2]1[N:7]=[C:6]([NH2:8])[CH:5]=[CH:4][N:3]=1. The yield is 0.280. (4) The reactants are CO[C:3]([C:5]1[CH:6]=[C:7]2[C:11](=[CH:12][CH:13]=1)[NH:10][N:9]=[CH:8]2)=[O:4].Br.Br[CH2:16][C:17]1[CH:22]=[CH:21][CH:20]=[CH:19][N:18]=1. No catalyst specified. The product is [N:18]1[CH:19]=[CH:20][CH:21]=[CH:22][C:17]=1[CH2:16][N:10]1[C:11]2[C:7](=[CH:6][C:5]([CH2:3][OH:4])=[CH:13][CH:12]=2)[CH:8]=[N:9]1. The yield is 0.840. (5) The reactants are [CH2:1]([O:3][C:4](=[O:26])[C:5](=P(C1C=CC=CC=1)(C1C=CC=CC=1)C1C=CC=CC=1)[CH3:6])[CH3:2].[CH2:27](O)[CH:28]=[O:29]. The catalyst is C(Cl)Cl. The product is [CH2:1]([O:3][C:4](=[O:26])[C:5]([CH3:6])=[CH:27][CH2:28][OH:29])[CH3:2]. The yield is 0.900.